Dataset: Catalyst prediction with 721,799 reactions and 888 catalyst types from USPTO. Task: Predict which catalyst facilitates the given reaction. Reactant: [Br:1][C:2]1[CH:3]=[CH:4][C:5]2[N:6]([CH:8]=[C:9]([NH2:11])[N:10]=2)[CH:7]=1.[H-].[Na+].Cl[C:15]1[CH:20]=[C:19]([CH2:21][N:22]2[CH2:26][CH2:25][CH2:24][CH2:23]2)[CH:18]=[CH:17][N:16]=1. Product: [Br:1][C:2]1[CH:3]=[CH:4][C:5]2[N:6]([CH:8]=[C:9]([NH:11][C:17]3[CH:18]=[C:19]([CH2:21][N:22]4[CH2:23][CH2:24][CH2:25][CH2:26]4)[CH:20]=[CH:15][N:16]=3)[N:10]=2)[CH:7]=1. The catalyst class is: 1.